This data is from Catalyst prediction with 721,799 reactions and 888 catalyst types from USPTO. The task is: Predict which catalyst facilitates the given reaction. (1) Reactant: [NH2:1][CH2:2][C:3]1[CH:4]=[CH:5][C:6]([CH2:10][N:11]([CH2:21][C:22]2[C:27]([CH3:28])=[CH:26][C:25]([Cl:29])=[CH:24][N:23]=2)[C:12]([CH3:20])([C:14]2[CH:19]=[CH:18][CH:17]=[CH:16][N:15]=2)[CH3:13])=[C:7]([CH3:9])[CH:8]=1.[CH3:30][C:31](OC(C)=O)=[O:32].CCN(CC)CC.C([O-])(O)=[O:45].[Na+]. Product: [Cl:29][C:25]1[CH:26]=[C:27]([CH3:28])[C:22]([CH2:21][N:11]([CH2:10][C:6]2[CH:5]=[CH:4][C:3]([CH2:2][NH:1][C:31](=[O:32])[CH3:30])=[CH:8][C:7]=2[CH2:9][OH:45])[C:12]([CH3:20])([C:14]2[CH:19]=[CH:18][CH:17]=[CH:16][N:15]=2)[CH3:13])=[N:23][CH:24]=1. The catalyst class is: 2. (2) Reactant: [NH:1]1[CH:5]=[CH:4][N:3]=[C:2]1[NH:6][CH2:7][CH2:8][CH:9]([CH3:11])[CH3:10].[CH:12]([C:23](OCC)=[O:24])([C:18](OCC)=[O:19])[C:13]([O:15][CH2:16][CH3:17])=[O:14]. Product: [CH2:16]([O:15][C:13]([CH:12]1[C:23](=[O:24])[N:1]2[CH:5]=[CH:4][N:3]=[C:2]2[N:6]([CH2:7][CH2:8][CH:9]([CH3:11])[CH3:10])[C:18]1=[O:19])=[O:14])[CH3:17]. The catalyst class is: 11. (3) Reactant: [CH2:1]([O:8][C:9]1[CH:10]=[CH:11][C:12]([OH:21])=[C:13]([NH:15][C:16](=[O:20])[CH:17](Cl)[CH3:18])[CH:14]=1)[C:2]1[CH:7]=[CH:6][CH:5]=[CH:4][CH:3]=1.[H-].[Na+]. Product: [CH2:1]([O:8][C:9]1[CH:10]=[CH:11][C:12]2[O:21][CH:17]([CH3:18])[C:16](=[O:20])[NH:15][C:13]=2[CH:14]=1)[C:2]1[CH:7]=[CH:6][CH:5]=[CH:4][CH:3]=1. The catalyst class is: 85. (4) Reactant: P(Cl)(Cl)(Cl)=O.[ClH:6].[NH2:7][CH2:8][C:9]([NH:11][CH3:12])=O.[C:13](=[O:16])([O-])[O-].[Na+].[Na+].[C:19](=O)([O-])[O-].[K+].[K+]. Product: [Cl:6][C:9]1[N:11]([CH3:12])[CH:19]=[N:7][C:8]=1[CH:13]=[O:16]. The catalyst class is: 887. (5) Product: [C:28]1([N:20]2[C:21]([C:22]3[CH:23]=[CH:24][CH:25]=[CH:26][CH:27]=3)=[C:17]([CH2:16][CH2:15][C:14]([NH:13][C:10]3[CH:9]=[CH:8][C:7]([CH2:6][C:4]([OH:5])=[O:3])=[CH:12][CH:11]=3)=[O:34])[CH:18]=[N:19]2)[CH:29]=[CH:30][CH:31]=[CH:32][CH:33]=1. The catalyst class is: 8. Reactant: C([O:3][C:4]([CH2:6][C:7]1[CH:12]=[CH:11][C:10]([NH:13][C:14](=[O:34])[CH2:15][CH2:16][C:17]2[CH:18]=[N:19][N:20]([C:28]3[CH:33]=[CH:32][CH:31]=[CH:30][CH:29]=3)[C:21]=2[C:22]2[CH:27]=[CH:26][CH:25]=[CH:24][CH:23]=2)=[CH:9][CH:8]=1)=[O:5])C.[OH-].[Na+].Cl.